This data is from Reaction yield outcomes from USPTO patents with 853,638 reactions. The task is: Predict the reaction yield, written as a fraction of the theoretical maximum amount of product (1.0 means a 100% yield; for example, 0.34 means a 34% yield). (1) The reactants are [NH2:1][C:2]1[CH:10]=[C:9]([O:11][CH3:12])[CH:8]=[C:7]([O:13][CH3:14])[C:3]=1[C:4]([NH2:6])=[O:5].[N:15]1[CH:20]=[CH:19][CH:18]=[CH:17][C:16]=1[CH:21]=O.S([O-])(O)=O.[Na+].C1(C)C=CC(S(O)(=O)=O)=CC=1. The catalyst is CN(C)C(=O)C.O. The product is [CH3:14][O:13][C:7]1[CH:8]=[C:9]([O:11][CH3:12])[CH:10]=[C:2]2[C:3]=1[C:4](=[O:5])[NH:6][C:21]([C:16]1[CH:17]=[CH:18][CH:19]=[CH:20][N:15]=1)=[N:1]2. The yield is 0.360. (2) The reactants are [Cl-].O[NH3+:3].[C:4](=[O:7])([O-])[OH:5].[Na+].CS(C)=O.[CH2:13]([C:17]1[N:18]=[C:19]([CH3:49])[N:20]([C:39]2[CH:40]=[CH:41][C:42]3[O:46][CH:45]([CH3:47])[CH2:44][C:43]=3[CH:48]=2)[C:21](=[O:38])[C:22]=1[CH2:23][C:24]1[CH:29]=[CH:28][C:27]([C:30]2[C:31]([C:36]#[N:37])=[CH:32][CH:33]=[CH:34][CH:35]=2)=[CH:26][CH:25]=1)[CH2:14][CH2:15][CH3:16]. The catalyst is O.C(OCC)(=O)C. The product is [CH2:13]([C:17]1[N:18]=[C:19]([CH3:49])[N:20]([C:39]2[CH:40]=[CH:41][C:42]3[O:46][CH:45]([CH3:47])[CH2:44][C:43]=3[CH:48]=2)[C:21](=[O:38])[C:22]=1[CH2:23][C:24]1[CH:25]=[CH:26][C:27]([C:30]2[CH:35]=[CH:34][CH:33]=[CH:32][C:31]=2[C:36]2[NH:3][C:4](=[O:7])[O:5][N:37]=2)=[CH:28][CH:29]=1)[CH2:14][CH2:15][CH3:16]. The yield is 0.730. (3) The reactants are C([O:5][C:6](=[O:18])[CH2:7][CH2:8][C:9]1[CH:10]=[C:11]([C:14]([O:16][CH3:17])=[O:15])[NH:12][CH:13]=1)(C)(C)C.Cl. No catalyst specified. The product is [CH3:17][O:16][C:14]([C:11]1[NH:12][CH:13]=[C:9]([CH2:8][CH2:7][C:6]([OH:18])=[O:5])[CH:10]=1)=[O:15]. The yield is 0.950. (4) The reactants are [CH:1]1([NH:4][S:5]([C:8]2[CH:13]=[CH:12][CH:11]=[CH:10][C:9]=2[N+:14]([O-])=O)(=[O:7])=[O:6])[CH2:3][CH2:2]1.Cl. The catalyst is CCO.[Pd]. The product is [NH2:14][C:9]1[CH:10]=[CH:11][CH:12]=[CH:13][C:8]=1[S:5]([NH:4][CH:1]1[CH2:3][CH2:2]1)(=[O:7])=[O:6]. The yield is 0.840. (5) The reactants are [Br:1][C:2]1[CH:3]=[CH:4][C:5]([CH3:9])=[C:6]([CH:8]=1)[NH2:7].[N:10]([O-])=O.[Na+].O.O.[Cl:16][Sn]Cl.[OH-].[Na+].CCOCC. The yield is 0.750. The catalyst is Cl.O. The product is [ClH:16].[Br:1][C:2]1[CH:3]=[CH:4][C:5]([CH3:9])=[C:6]([NH:7][NH2:10])[CH:8]=1. (6) The reactants are Cl[C:2]1[CH:18]=[CH:17][C:5]([C:6]([N:8]([C:10]2[CH:15]=[CH:14][C:13]([F:16])=[CH:12][CH:11]=2)[CH3:9])=[O:7])=[CH:4][N:3]=1.[SH2:19].[Na]. The catalyst is CN(C=O)C.C(OCC)(=O)C. The product is [F:16][C:13]1[CH:14]=[CH:15][C:10]([N:8]([CH3:9])[C:6](=[O:7])[C:5]2[CH:17]=[CH:18][C:2]([SH:19])=[N:3][CH:4]=2)=[CH:11][CH:12]=1. The yield is 0.720. (7) The reactants are CS(O[CH:6]1[CH2:11][CH2:10][N:9]([C:12]([O:14][C:15]([CH3:18])([CH3:17])[CH3:16])=[O:13])[CH2:8][CH2:7]1)(=O)=O.[CH2:19]([O:21][C:22]1[CH:23]=[C:24]([SH:28])[CH:25]=[CH:26][CH:27]=1)[CH3:20]. No catalyst specified. The product is [CH2:19]([O:21][C:22]1[CH:23]=[C:24]([S:28][CH:6]2[CH2:7][CH2:8][N:9]([C:12]([O:14][C:15]([CH3:16])([CH3:17])[CH3:18])=[O:13])[CH2:10][CH2:11]2)[CH:25]=[CH:26][CH:27]=1)[CH3:20]. The yield is 0.670. (8) The reactants are [Cl:1][C:2]1[CH:3]=[C:4]([S:8]([NH:11][C:12]2[CH:13]=[C:14]([CH:18]=[CH:19][CH:20]=2)[C:15]([OH:17])=O)(=[O:10])=[O:9])[CH:5]=[CH:6][CH:7]=1.C([O:23][C:24](=[O:33])[C:25]1[CH:30]=[CH:29][C:28]([NH2:31])=[CH:27][C:26]=1[F:32])C.C(N(C(C)C)CC)(C)C.CN(C(ON1N=NC2C=CC=NC1=2)=[N+](C)C)C.F[P-](F)(F)(F)(F)F. The catalyst is CN(C=O)C.C(OCC)(=O)C.O. The product is [Cl:1][C:2]1[CH:3]=[C:4]([S:8]([NH:11][C:12]2[CH:13]=[C:14]([CH:18]=[CH:19][CH:20]=2)[C:15]([NH:31][C:28]2[CH:29]=[CH:30][C:25]([C:24]([OH:33])=[O:23])=[C:26]([F:32])[CH:27]=2)=[O:17])(=[O:9])=[O:10])[CH:5]=[CH:6][CH:7]=1. The yield is 0.150.